Dataset: CYP2D6 inhibition data for predicting drug metabolism from PubChem BioAssay. Task: Regression/Classification. Given a drug SMILES string, predict its absorption, distribution, metabolism, or excretion properties. Task type varies by dataset: regression for continuous measurements (e.g., permeability, clearance, half-life) or binary classification for categorical outcomes (e.g., BBB penetration, CYP inhibition). Dataset: cyp2d6_veith. (1) The compound is O=S(=O)(NCc1cc(-c2ccc(Cl)cc2)no1)c1ccc(Cl)cc1. The result is 1 (inhibitor). (2) The drug is CCOc1ccc2nc(C)cc(C(=O)O)c2c1. The result is 0 (non-inhibitor). (3) The result is 0 (non-inhibitor). The compound is N#CS.N=C=S.N=C=S.[Cu].[NH2-].[NH2-].[NH2-].[NH2-].c1ccc2ncccc2c1. (4) The drug is O=C1[C@H]2CC[C@H]3/C(=N\OC[C@@H](O)COCc4ccco4)C[C@@H](O)[C@@H](O)[C@@H]3[C@@H]2C(=O)N1C[C@@H]1CCCO1. The result is 0 (non-inhibitor).